The task is: Regression. Given two drug SMILES strings and cell line genomic features, predict the synergy score measuring deviation from expected non-interaction effect.. This data is from NCI-60 drug combinations with 297,098 pairs across 59 cell lines. (1) Drug 1: CC(CN1CC(=O)NC(=O)C1)N2CC(=O)NC(=O)C2. Drug 2: C1CN1P(=S)(N2CC2)N3CC3. Cell line: COLO 205. Synergy scores: CSS=72.3, Synergy_ZIP=1.40, Synergy_Bliss=4.08, Synergy_Loewe=-3.83, Synergy_HSA=6.77. (2) Drug 1: C1=CN(C(=O)N=C1N)C2C(C(C(O2)CO)O)O.Cl. Drug 2: CS(=O)(=O)OCCCCOS(=O)(=O)C. Cell line: A498. Synergy scores: CSS=16.0, Synergy_ZIP=-8.59, Synergy_Bliss=-2.00, Synergy_Loewe=-9.02, Synergy_HSA=-0.0724. (3) Drug 1: CNC(=O)C1=NC=CC(=C1)OC2=CC=C(C=C2)NC(=O)NC3=CC(=C(C=C3)Cl)C(F)(F)F. Drug 2: C(CCl)NC(=O)N(CCCl)N=O. Cell line: MALME-3M. Synergy scores: CSS=2.41, Synergy_ZIP=-4.42, Synergy_Bliss=-5.53, Synergy_Loewe=-13.4, Synergy_HSA=-6.67. (4) Drug 2: C1=C(C(=O)NC(=O)N1)N(CCCl)CCCl. Cell line: SN12C. Synergy scores: CSS=40.7, Synergy_ZIP=6.85, Synergy_Bliss=10.1, Synergy_Loewe=1.08, Synergy_HSA=10.2. Drug 1: CS(=O)(=O)C1=CC(=C(C=C1)C(=O)NC2=CC(=C(C=C2)Cl)C3=CC=CC=N3)Cl. (5) Drug 1: C1CCN(CC1)CCOC2=CC=C(C=C2)C(=O)C3=C(SC4=C3C=CC(=C4)O)C5=CC=C(C=C5)O. Drug 2: CC(CN1CC(=O)NC(=O)C1)N2CC(=O)NC(=O)C2. Cell line: RXF 393. Synergy scores: CSS=17.8, Synergy_ZIP=-5.46, Synergy_Bliss=-0.307, Synergy_Loewe=1.12, Synergy_HSA=1.07. (6) Synergy scores: CSS=6.06, Synergy_ZIP=-5.21, Synergy_Bliss=-3.33, Synergy_Loewe=-5.51, Synergy_HSA=-4.31. Drug 2: C1=C(C(=O)NC(=O)N1)N(CCCl)CCCl. Cell line: NCI-H226. Drug 1: CNC(=O)C1=CC=CC=C1SC2=CC3=C(C=C2)C(=NN3)C=CC4=CC=CC=N4. (7) Drug 1: CC1C(C(CC(O1)OC2CC(CC3=C2C(=C4C(=C3O)C(=O)C5=C(C4=O)C(=CC=C5)OC)O)(C(=O)C)O)N)O.Cl. Drug 2: COC1=C2C(=CC3=C1OC=C3)C=CC(=O)O2. Cell line: K-562. Synergy scores: CSS=29.0, Synergy_ZIP=8.04, Synergy_Bliss=2.63, Synergy_Loewe=-27.2, Synergy_HSA=1.57. (8) Drug 1: CCCS(=O)(=O)NC1=C(C(=C(C=C1)F)C(=O)C2=CNC3=C2C=C(C=N3)C4=CC=C(C=C4)Cl)F. Drug 2: COC1=NC(=NC2=C1N=CN2C3C(C(C(O3)CO)O)O)N. Cell line: MDA-MB-231. Synergy scores: CSS=0.786, Synergy_ZIP=4.09, Synergy_Bliss=9.66, Synergy_Loewe=6.06, Synergy_HSA=5.92. (9) Drug 1: C1=C(C(=O)NC(=O)N1)N(CCCl)CCCl. Drug 2: COC1=C2C(=CC3=C1OC=C3)C=CC(=O)O2. Cell line: RXF 393. Synergy scores: CSS=17.7, Synergy_ZIP=-3.80, Synergy_Bliss=1.10, Synergy_Loewe=-4.49, Synergy_HSA=-1.15.